From a dataset of Catalyst prediction with 721,799 reactions and 888 catalyst types from USPTO. Predict which catalyst facilitates the given reaction. (1) Reactant: BrCC1N=C(C2C=CC=C(OC(F)F)C=2)C(OCC)=NC=1.Br[C:23]1[C:24]([O:31][CH3:32])=[N:25][CH:26]=[C:27]([CH:30]=1)[CH:28]=[O:29].[Cl:33][C:34]1[CH:35]=[C:36](B(O)O)[CH:37]=[CH:38][CH:39]=1. Product: [Cl:33][C:34]1[CH:39]=[C:38]([C:23]2[C:24]([O:31][CH3:32])=[N:25][CH:26]=[C:27]([CH:30]=2)[CH:28]=[O:29])[CH:37]=[CH:36][CH:35]=1. The catalyst class is: 20. (2) Reactant: [F:1][C:2]1[CH:38]=[CH:37][C:5]([CH2:6][N:7]2[C:11]3[CH:12]=[N:13][C:14]4[C:15](=[O:29])[N:16]([O:20]COCC[Si](C)(C)C)[CH2:17][CH2:18][C:19]=4[C:10]=3[C:9]([CH2:30][N:31]3[CH2:36][CH2:35][CH2:34][CH2:33][CH2:32]3)=[CH:8]2)=[CH:4][CH:3]=1.Cl. Product: [F:1][C:2]1[CH:3]=[CH:4][C:5]([CH2:6][N:7]2[C:11]3[CH:12]=[N:13][C:14]4[C:15](=[O:29])[N:16]([OH:20])[CH2:17][CH2:18][C:19]=4[C:10]=3[C:9]([CH2:30][N:31]3[CH2:32][CH2:33][CH2:34][CH2:35][CH2:36]3)=[CH:8]2)=[CH:37][CH:38]=1. The catalyst class is: 5. (3) Reactant: [CH3:1][CH:2]1[C:7](=[O:8])[NH:6][N:5]=[C:4]2[CH2:9][O:10][C:11]3[CH:16]=[C:15]([C:17]([F:20])([F:19])[F:18])[C:14]([CH:21]4[CH2:26][CH2:25][N:24](C(OC(C)(C)C)=O)[CH2:23][CH2:22]4)=[CH:13][C:12]=3[N:3]12. Product: [CH3:1][CH:2]1[C:7](=[O:8])[NH:6][N:5]=[C:4]2[CH2:9][O:10][C:11]3[CH:16]=[C:15]([C:17]([F:18])([F:20])[F:19])[C:14]([CH:21]4[CH2:26][CH2:25][NH:24][CH2:23][CH2:22]4)=[CH:13][C:12]=3[N:3]12. The catalyst class is: 157. (4) Reactant: [F:1][C:2]1[CH:7]=[CH:6][C:5]([CH2:8][C:9]#[N:10])=[CH:4][CH:3]=1.Br[C:12]1[C:17]([CH3:18])=[CH:16][CH:15]=[CH:14][N:13]=1.CC1C=CC(S([O-])=O)=CC=1.[Na+].[H-].[Na+]. Product: [C:9]([CH:8]([C:12]1[C:17]([CH3:18])=[CH:16][CH:15]=[CH:14][N:13]=1)[C:5]1[CH:6]=[CH:7][C:2]([F:1])=[CH:3][CH:4]=1)#[N:10]. The catalyst class is: 20. (5) Reactant: [C:1]([O:4][C:5](=[O:7])[CH3:6])(=O)[CH3:2].[CH3:8][N:9]([CH2:11][C:12]1C(O)=C2[O:23][C:24]([CH3:27])([CH3:26])[CH2:25][C:19]2=[C:18]2[C:13]=1[CH2:14][C:15]([CH3:35])([CH3:34])[N:16]=[C:17]2[C:28]1[CH:33]=[CH:32][CH:31]=[CH:30][CH:29]=1)[CH3:10].O. Product: [C:5]([O:4][C:1]1[C:12]([CH2:11][N:9]([CH3:10])[CH3:8])=[C:13]2[C:18](=[C:19]3[CH2:25][C:24]([CH3:27])([CH3:26])[O:23][C:2]=13)[C:17]([C:28]1[CH:29]=[CH:30][CH:31]=[CH:32][CH:33]=1)=[N:16][C:15]([CH3:34])([CH3:35])[CH2:14]2)(=[O:7])[CH3:6]. The catalyst class is: 17.